Predict the product of the given reaction. From a dataset of Forward reaction prediction with 1.9M reactions from USPTO patents (1976-2016). (1) Given the reactants [CH3:1][C@@:2]12[C@@H:10]([C@H:11]([CH3:19])/[CH:12]=[CH:13]/[C@H:14]([CH3:18])[CH:15]([CH3:17])[CH3:16])[CH2:9][CH2:8][C@H:7]1[C@@H:6]([OH:20])[CH2:5][CH2:4][CH2:3]2, predict the reaction product. The product is: [CH3:1][C@@:2]12[C@@H:10]([C@H:11]([CH3:19])[CH2:12][CH2:13][C@H:14]([CH3:18])[CH:15]([CH3:16])[CH3:17])[CH2:9][CH2:8][C@H:7]1[C@@H:6]([OH:20])[CH2:5][CH2:4][CH2:3]2. (2) Given the reactants [Cl:1][C:2]1[CH:3]=[CH:4][C:5]([O:16][CH2:17][C:18]2[CH:23]=CC=C[CH:19]=2)=[C:6]([CH2:8][N:9]2[C:13]([CH3:14])=[CH:12][C:11](=[O:15])[NH:10]2)[CH:7]=1.CC1NNC(=O)C1.ClC1C=CC(OCC(C)C)=C(C=1)C=O, predict the reaction product. The product is: [Cl:1][C:2]1[CH:3]=[CH:4][C:5]([O:16][CH2:17][CH:18]([CH3:23])[CH3:19])=[C:6]([CH2:8][N:9]2[C:13]([CH3:14])=[CH:12][C:11](=[O:15])[NH:10]2)[CH:7]=1. (3) Given the reactants [C:1]([Si:5]([O:8][C:9]1[CH:14]=[CH:13][CH:12]=[CH:11][C:10]=1[CH2:15][CH:16]=[CH2:17])([CH3:7])[CH3:6])([CH3:4])([CH3:3])[CH3:2].[C:18]([O:22][C:23]([CH3:26])([CH3:25])[CH3:24])(=[O:21])C=C, predict the reaction product. The product is: [Si:5]([O:8][C:9]1[CH:14]=[CH:13][CH:12]=[CH:11][C:10]=1[CH2:15]/[CH:16]=[CH:17]/[C:18]([O:22][C:23]([CH3:26])([CH3:25])[CH3:24])=[O:21])([C:1]([CH3:4])([CH3:3])[CH3:2])([CH3:7])[CH3:6]. (4) Given the reactants COC1C=C(OC)C=CC=1C[N:6]1[CH:15]=[CH:14][C:13]2[C:8](=[CH:9][CH:10]=[C:11]([N+:16]([O-:18])=[O:17])[CH:12]=2)[C:7]1=[NH:19].C(O)(C(F)(F)F)=O.C([O-])(O)=O.[Na+], predict the reaction product. The product is: [N+:16]([C:11]1[CH:12]=[C:13]2[C:8](=[CH:9][CH:10]=1)[C:7]([NH2:19])=[N:6][CH:15]=[CH:14]2)([O-:18])=[O:17]. (5) Given the reactants Cl.[F:2][C:3]([F:16])([C:12]([F:15])([F:14])[F:13])[CH2:4][CH2:5][C@@H:6]([C:8]([O:10][CH3:11])=[O:9])[NH2:7].C(=O)([O-])[O-].[K+].[K+].Cl[C:24]([O:26][CH2:27][C:28]1[CH:33]=[CH:32][CH:31]=[CH:30][CH:29]=1)=[O:25], predict the reaction product. The product is: [CH2:27]([O:26][C:24]([NH:7][C@H:6]([C:8]([O:10][CH3:11])=[O:9])[CH2:5][CH2:4][C:3]([F:16])([F:2])[C:12]([F:13])([F:14])[F:15])=[O:25])[C:28]1[CH:33]=[CH:32][CH:31]=[CH:30][CH:29]=1. (6) Given the reactants [Br:1][C:2]1[CH:7]=[CH:6][C:5]([C@H:8]([NH:13][C@@H:14]([CH2:18][CH:19]([CH3:21])[CH3:20])[C:15]([OH:17])=[O:16])[C:9]([F:12])([F:11])[F:10])=[CH:4][CH:3]=1.S(=O)(=O)(O)O.[CH:27](O)([CH3:29])[CH3:28], predict the reaction product. The product is: [CH:27]([O:16][C:15](=[O:17])[C@@H:14]([NH:13][C@@H:8]([C:5]1[CH:4]=[CH:3][C:2]([Br:1])=[CH:7][CH:6]=1)[C:9]([F:12])([F:11])[F:10])[CH2:18][CH:19]([CH3:21])[CH3:20])([CH3:29])[CH3:28]. (7) Given the reactants [NH2:1][C:2]1[N:16]=[CH:15][C:14](Br)=[CH:13][C:3]=1[C:4]([NH:6][C:7]1[CH:12]=[CH:11][N:10]=[CH:9][CH:8]=1)=[O:5].[C:18]1([CH3:33])[CH:23]=[CH:22][C:21]([C:24]2[CH:25]=[C:26](B(O)O)[CH:27]=[CH:28][CH:29]=2)=[CH:20][CH:19]=1, predict the reaction product. The product is: [NH2:1][C:2]1[N:16]=[CH:15][C:14]([C:26]2[CH:25]=[C:24]([C:21]3[CH:20]=[CH:19][C:18]([CH3:33])=[CH:23][CH:22]=3)[CH:29]=[CH:28][CH:27]=2)=[CH:13][C:3]=1[C:4]([NH:6][C:7]1[CH:12]=[CH:11][N:10]=[CH:9][CH:8]=1)=[O:5]. (8) Given the reactants [Cl:1][C:2]1[N:7]=[C:6]([CH2:8][CH3:9])[N:5]=[C:4](O)[C:3]=1[I:11].C(=O)([O-])[O-].[Na+].[Na+].P(Cl)(Cl)([Cl:20])=O, predict the reaction product. The product is: [Cl:1][C:2]1[C:3]([I:11])=[C:4]([Cl:20])[N:5]=[C:6]([CH2:8][CH3:9])[N:7]=1. (9) Given the reactants [F:1][C:2]([F:15])([F:14])[S:3]([O:6]S(C(F)(F)F)(=O)=O)(=[O:5])=[O:4].O=[C:17]1[CH2:22][CH2:21][N:20]([C:23]([O:25][C:26]([CH3:29])([CH3:28])[CH3:27])=[O:24])[CH2:19][CH:18]1[C:30]([O:32][CH2:33][CH3:34])=[O:31].C(N(CC)C(C)C)(C)C, predict the reaction product. The product is: [F:1][C:2]([F:15])([F:14])[S:3]([O:6][C:17]1[CH2:22][CH2:21][N:20]([C:23]([O:25][C:26]([CH3:27])([CH3:28])[CH3:29])=[O:24])[CH2:19][C:18]=1[C:30]([O:32][CH2:33][CH3:34])=[O:31])(=[O:5])=[O:4]. (10) Given the reactants C([O:4][CH2:5][C:6]([CH3:53])([CH3:52])[CH2:7][N:8]1[C:14]2[CH:15]=[CH:16][C:17]([Cl:19])=[CH:18][C:13]=2[C@@H:12]([C:20]2[CH:25]=[CH:24][CH:23]=[C:22]([O:26][CH3:27])[C:21]=2[O:28][CH3:29])[O:11][C@H:10]([CH2:30][C:31]([NH:33][C:34]2[CH:35]=[C:36]([O:47][CH:48]([CH3:50])[CH3:49])[C:37]3[O:41][C:40]([C:42]([O:44]C)=[O:43])=[CH:39][C:38]=3[CH:46]=2)=[O:32])[C:9]1=[O:51])(=O)C.[OH-].[Na+].Cl, predict the reaction product. The product is: [Cl:19][C:17]1[CH:16]=[CH:15][C:14]2[N:8]([CH2:7][C:6]([CH3:52])([CH3:53])[CH2:5][OH:4])[C:9](=[O:51])[C@@H:10]([CH2:30][C:31]([NH:33][C:34]3[CH:35]=[C:36]([O:47][CH:48]([CH3:49])[CH3:50])[C:37]4[O:41][C:40]([C:42]([OH:44])=[O:43])=[CH:39][C:38]=4[CH:46]=3)=[O:32])[O:11][C@H:12]([C:20]3[CH:25]=[CH:24][CH:23]=[C:22]([O:26][CH3:27])[C:21]=3[O:28][CH3:29])[C:13]=2[CH:18]=1.